This data is from Retrosynthesis with 50K atom-mapped reactions and 10 reaction types from USPTO. The task is: Predict the reactants needed to synthesize the given product. (1) Given the product CN1c2cc(-c3cccc(CO)n3)ccc2N(CC2CC2(F)F)S1(=O)=O, predict the reactants needed to synthesize it. The reactants are: CN1c2cc(B3OC(C)(C)C(C)(C)O3)ccc2N(CC2CC2(F)F)S1(=O)=O.OCc1cccc(Br)n1. (2) Given the product NC(=O)c1csc2c(-c3ccncc3)c(-c3cccc(NC(=O)Nc4ccc(C(F)(F)F)cc4)c3)nn12, predict the reactants needed to synthesize it. The reactants are: CCOC(=O)c1csc2c(-c3ccncc3)c(-c3cccc(NC(=O)Nc4ccc(C(F)(F)F)cc4)c3)nn12.N. (3) Given the product O=C(N(CCCCCCBr)CCc1ccccc1)C(F)(F)F, predict the reactants needed to synthesize it. The reactants are: BrCCCCCCBr.O=C(NCCc1ccccc1)C(F)(F)F. (4) The reactants are: CC(=O)OC(C)=O.COc1ccc(CN(c2ncns2)S(=O)(=O)c2ccc3c(c2)NCCN3c2ccc(C(F)(F)F)cc2Cl)c(OC)c1. Given the product COc1ccc(CN(c2ncns2)S(=O)(=O)c2ccc3c(c2)N(C(C)=O)CCN3c2ccc(C(F)(F)F)cc2Cl)c(OC)c1, predict the reactants needed to synthesize it.